This data is from Forward reaction prediction with 1.9M reactions from USPTO patents (1976-2016). The task is: Predict the product of the given reaction. (1) Given the reactants Cl[C:2](Cl)([O:4]C(=O)OC(Cl)(Cl)Cl)Cl.[Cl:13][C:14]1[CH:21]=[CH:20][C:17]([CH2:18][NH2:19])=[CH:16][C:15]=1[C:22]([F:25])([F:24])[F:23].C(N(CC)CC)C, predict the reaction product. The product is: [Cl:13][C:14]1[CH:21]=[CH:20][C:17]([CH2:18][N:19]=[C:2]=[O:4])=[CH:16][C:15]=1[C:22]([F:23])([F:24])[F:25]. (2) Given the reactants [C:1]1([O:7][C:8](Cl)=[O:9])[CH:6]=[CH:5][CH:4]=[CH:3][CH:2]=1.[NH:11]1[CH:15]=[N:14][N:13]=[N:12]1.C(N(CC)CC)C, predict the reaction product. The product is: [O:7]([C:8]([C:15]1[NH:14][N:13]=[N:12][N:11]=1)=[O:9])[C:1]1[CH:6]=[CH:5][CH:4]=[CH:3][CH:2]=1. (3) Given the reactants C([N:8](CC1C=CC=CC=1)[C@H:9]1[CH2:18][CH2:17][C:16]2[C:15]([NH:19][C:20](=[O:25])[C:21]([OH:24])([CH3:23])[CH3:22])=[CH:14][CH:13]=[CH:12][C:11]=2[CH2:10]1)C1C=CC=CC=1.C([O-])=O.[NH4+], predict the reaction product. The product is: [NH2:8][C@H:9]1[CH2:18][CH2:17][C:16]2[C:15]([NH:19][C:20](=[O:25])[C:21]([OH:24])([CH3:23])[CH3:22])=[CH:14][CH:13]=[CH:12][C:11]=2[CH2:10]1. (4) Given the reactants CC(O[C:6]([N:8](C)[CH2:9][CH2:10][CH2:11][C:12](O)=[O:13])=O)(C)C.Cl.[CH3:17][CH:18]([O:20][C:21]1[CH:28]=[CH:27][C:26]([C:29]2[O:33][N:32]=[C:31]([C:34]3[CH:44]=[CH:43][C:37]4[CH2:38][CH2:39][NH:40][CH2:41][CH2:42][C:36]=4[CH:35]=3)[N:30]=2)=[CH:25][C:22]=1[C:23]#[N:24])[CH3:19].CN(C(ON1N=NC2C=CC=NC1=2)=[N+](C)C)C.F[P-](F)(F)(F)(F)F.CCN(C(C)C)C(C)C.FC(F)(F)C(O)=O, predict the reaction product. The product is: [CH3:6][NH:8][CH2:9][CH2:10][CH2:11][C:12]([N:40]1[CH2:39][CH2:38][C:37]2[CH:43]=[CH:44][C:34]([C:31]3[N:30]=[C:29]([C:26]4[CH:27]=[CH:28][C:21]([O:20][CH:18]([CH3:17])[CH3:19])=[C:22]([CH:25]=4)[C:23]#[N:24])[O:33][N:32]=3)=[CH:35][C:36]=2[CH2:42][CH2:41]1)=[O:13]. (5) Given the reactants [CH3:1][C:2]([CH3:12])([CH2:10][OH:11])/[CH:3]=[CH:4]/[C:5]([O:7][CH2:8][CH3:9])=[O:6], predict the reaction product. The product is: [CH3:12][C:2]([CH:10]=[O:11])([CH3:1])[CH:3]=[CH:4][C:5]([O:7][CH2:8][CH3:9])=[O:6]. (6) The product is: [CH2:1]([N:8]1[CH2:13][C@H:14]([C:16]2[CH:21]=[CH:20][C:19]([F:22])=[CH:18][CH:17]=2)[O:15][CH2:10][C:9]1=[O:12])[C:2]1[CH:7]=[CH:6][CH:5]=[CH:4][CH:3]=1. Given the reactants [CH2:1]([N:8]([CH2:13][C@H:14]([C:16]1[CH:21]=[CH:20][C:19]([F:22])=[CH:18][CH:17]=1)[OH:15])[C:9](=[O:12])[CH2:10]Cl)[C:2]1[CH:7]=[CH:6][CH:5]=[CH:4][CH:3]=1.C(O)(C)(C)C.CC(C)([O-])C.[K+].[Cl-].[NH4+], predict the reaction product. (7) The product is: [CH3:1][O:2][C:3]1[CH:4]=[CH:5][C:6]([O:9][CH2:21][O:22][CH3:23])=[CH:7][N:8]=1. Given the reactants [CH3:1][O:2][C:3]1[N:8]=[CH:7][C:6]([OH:9])=[CH:5][CH:4]=1.CN(C=O)C.CC(C)([O-])C.[K+].[CH3:21][O:22][CH:23](Cl)Cl, predict the reaction product. (8) Given the reactants [CH:1]([N:3]([CH2:10][CH2:11][CH2:12][CH2:13]C(O)=O)[C:4]1[CH:9]=[CH:8][CH:7]=[CH:6][N:5]=1)=[O:2].[NH2:17][C:18]1[CH:19]=[CH:20][C:21]2[O:26][CH:25]([CH2:27][C:28]([O:30][CH3:31])=[O:29])[CH2:24][N:23]([CH2:32][C:33]3[CH:38]=[CH:37][CH:36]=[CH:35][CH:34]=3)[C:22]=2[CH:39]=1.CCN=C=NCCCN(C)C.Cl.Cl.[OH2:53], predict the reaction product. The product is: [CH2:32]([N:23]1[C:22]2[CH:39]=[C:18]([NH:17][C:13](=[O:53])[CH2:12][CH2:11][CH2:10][N:3]([CH:1]=[O:2])[C:4]3[CH:9]=[CH:8][CH:7]=[CH:6][N:5]=3)[CH:19]=[CH:20][C:21]=2[O:26][CH:25]([CH2:27][C:28]([O:30][CH3:31])=[O:29])[CH2:24]1)[C:33]1[CH:34]=[CH:35][CH:36]=[CH:37][CH:38]=1.